Dataset: Full USPTO retrosynthesis dataset with 1.9M reactions from patents (1976-2016). Task: Predict the reactants needed to synthesize the given product. (1) Given the product [C:34]([O:38][C:39](=[O:42])[CH2:40][NH:41][C:14]([C:13]1[CH:17]=[CH:18][C:10]([CH2:9][S:8][C:5]2[CH:6]=[CH:7][C:2]([Cl:1])=[CH:3][C:4]=2[NH:19][S:20]([C:23]2[CH:28]=[CH:27][C:26]([Cl:29])=[C:25]([C:30]([F:32])([F:31])[F:33])[CH:24]=2)(=[O:22])=[O:21])=[CH:11][CH:12]=1)=[O:16])([CH3:37])([CH3:36])[CH3:35], predict the reactants needed to synthesize it. The reactants are: [Cl:1][C:2]1[CH:7]=[CH:6][C:5]([S:8][CH2:9][C:10]2[CH:18]=[CH:17][C:13]([C:14]([OH:16])=O)=[CH:12][CH:11]=2)=[C:4]([NH:19][S:20]([C:23]2[CH:28]=[CH:27][C:26]([Cl:29])=[C:25]([C:30]([F:33])([F:32])[F:31])[CH:24]=2)(=[O:22])=[O:21])[CH:3]=1.[C:34]([O:38][C:39](=[O:42])[CH2:40][NH2:41])([CH3:37])([CH3:36])[CH3:35].CN1CCOCC1.C(Cl)CCl. (2) Given the product [OH:1][CH2:2][CH:3]1[CH2:7][CH2:6][CH2:5][N:4]1[CH2:8][C:9]1[CH:14]=[CH:13][C:12]([NH:15][CH:16]=[C:17]2[C:26]3[C:21](=[CH:22][CH:23]=[C:24]([C:32]4[CH:33]=[CH:34][S:30][CH:31]=4)[CH:25]=3)[C:20](=[O:28])[NH:19][C:18]2=[O:29])=[CH:11][CH:10]=1, predict the reactants needed to synthesize it. The reactants are: [OH:1][CH2:2][CH:3]1[CH2:7][CH2:6][CH2:5][N:4]1[CH2:8][C:9]1[CH:14]=[CH:13][C:12]([NH:15][CH:16]=[C:17]2[C:26]3[C:21](=[CH:22][CH:23]=[C:24](I)[CH:25]=3)[C:20](=[O:28])[NH:19][C:18]2=[O:29])=[CH:11][CH:10]=1.[S:30]1[CH:34]=[CH:33][C:32](B(O)O)=[CH:31]1.C([O-])([O-])=O.[Na+].[Na+].C(Cl)(Cl)Cl.P(C(C)(C)C)(C(C)(C)C)C(C)(C)C.[H+].[B-](F)(F)(F)F. (3) Given the product [F:54][C:55]([F:78])([F:79])[C:56]1[CH:57]=[C:58]([CH:71]=[C:72]([C:74]([F:75])([F:77])[F:76])[CH:73]=1)[CH2:59][O:60][CH2:61][CH:62]([C:65]1[CH:70]=[CH:69][CH:68]=[CH:67][CH:66]=1)[CH2:63][NH:64][C:48](=[O:50])[C:47]1[CH:46]=[CH:45][C:44]([OH:43])=[CH:52][CH:51]=1, predict the reactants needed to synthesize it. The reactants are: [Cl-].C([N+]1C=CC(C(=O)NCC(C2C=CC=CC=2)COCC2C=CC(C(F)(F)F)=C(C(F)(F)F)C=2)=CC=1)C1C=CC=CC=1.[OH:43][C:44]1[CH:52]=[CH:51][C:47]([C:48]([OH:50])=O)=[CH:46][CH:45]=1.Cl.[F:54][C:55]([F:79])([F:78])[C:56]1[CH:57]=[C:58]([CH:71]=[C:72]([C:74]([F:77])([F:76])[F:75])[CH:73]=1)[CH2:59][O:60][CH2:61][CH:62]([C:65]1[CH:70]=[CH:69][CH:68]=[CH:67][CH:66]=1)[CH2:63][NH2:64].C(N(CC)CC)C.CCN=C=NCCCN(C)C.Cl. (4) Given the product [I:45][CH2:2][CH2:3][CH2:4][C:5]1[C:13]2[C:8](=[CH:9][CH:10]=[CH:11][CH:12]=2)[N:7]([C:14]([O:16][C:17]([CH3:20])([CH3:19])[CH3:18])=[O:15])[CH:6]=1, predict the reactants needed to synthesize it. The reactants are: O[CH2:2][CH2:3][CH2:4][C:5]1[C:13]2[C:8](=[CH:9][CH:10]=[CH:11][CH:12]=2)[N:7]([C:14]([O:16][C:17]([CH3:20])([CH3:19])[CH3:18])=[O:15])[CH:6]=1.N1C=CN=C1.C1C=CC(P(C2C=CC=CC=2)C2C=CC=CC=2)=CC=1.[I:45]I. (5) Given the product [Cl:1][C:2]1[CH:3]=[C:4]([C:8]2[N:9]=[C:10]([CH2:17][C:18]3[CH:23]=[CH:22][C:21]([CH2:24][C:25]([NH2:30])=[O:27])=[CH:20][CH:19]=3)[C:11]3[CH2:16][CH2:15][CH2:14][C:12]=3[N:13]=2)[CH:5]=[CH:6][CH:7]=1, predict the reactants needed to synthesize it. The reactants are: [Cl:1][C:2]1[CH:3]=[C:4]([C:8]2[N:9]=[C:10]([CH2:17][C:18]3[CH:23]=[CH:22][C:21]([CH2:24][C:25]([O:27]C)=O)=[CH:20][CH:19]=3)[C:11]3[CH2:16][CH2:15][CH2:14][C:12]=3[N:13]=2)[CH:5]=[CH:6][CH:7]=1.[Cl-].[NH4+:30].N. (6) Given the product [F:1][C:2]1[CH:39]=[CH:38][C:5]([C:6](/[N:8]=[C:9]2\[NH:10][C:11]3[CH:26]=[CH:25][C:24]([CH2:27][N:28]4[CH2:33][CH2:32][CH:31]([C:34]([OH:37])([CH3:35])[CH3:36])[CH2:30][CH2:29]4)=[CH:23][C:12]=3[N:13]\2[C@@H:14]2[CH2:19][CH2:18][C@H:17]([C:20]([N:47]3[CH:40]4[CH2:46][CH2:45][CH:44]3[CH2:43][N:42]([C:48]([O:50][C:51]([CH3:54])([CH3:53])[CH3:52])=[O:49])[CH2:41]4)=[O:21])[CH2:16][CH2:15]2)=[O:7])=[CH:4][CH:3]=1.[F:1][C:2]1[CH:3]=[CH:4][C:5]([C:6](/[N:8]=[C:9]2\[NH:10][C:11]3[CH:26]=[CH:25][C:24]([CH2:27][N:28]4[CH2:29][CH2:30][CH:31]([C:34]([OH:37])([CH3:35])[CH3:36])[CH2:32][CH2:33]4)=[CH:23][C:12]=3[N:13]\2[C@H:14]2[CH2:19][CH2:18][C@@H:17]([C:20]([N:42]3[CH2:43][CH2:44][NH:47][CH2:40][CH2:41]3)=[O:22])[CH2:16][CH2:15]2)=[O:7])=[CH:38][CH:39]=1, predict the reactants needed to synthesize it. The reactants are: [F:1][C:2]1[CH:39]=[CH:38][C:5]([C:6](/[N:8]=[C:9]2\[NH:10][C:11]3[CH:26]=[CH:25][C:24]([CH2:27][N:28]4[CH2:33][CH2:32][CH:31]([C:34]([OH:37])([CH3:36])[CH3:35])[CH2:30][CH2:29]4)=[CH:23][C:12]=3[N:13]\2[C@@H:14]2[CH2:19][CH2:18][C@H:17]([C:20]([OH:22])=[O:21])[CH2:16][CH2:15]2)=[O:7])=[CH:4][CH:3]=1.[CH:40]12[NH:47][CH:44]([CH2:45][CH2:46]1)[CH2:43][N:42]([C:48]([O:50][C:51]([CH3:54])([CH3:53])[CH3:52])=[O:49])[CH2:41]2.